This data is from Reaction yield outcomes from USPTO patents with 853,638 reactions. The task is: Predict the reaction yield, written as a fraction of the theoretical maximum amount of product (1.0 means a 100% yield; for example, 0.34 means a 34% yield). (1) The reactants are [CH3:1][C:2]([CH3:22])([CH3:21])[CH2:3][C:4]([NH:6][C:7]1[C:8]([CH3:20])=[CH:9][C:10]2[O:14][C:13]([CH3:16])([CH3:15])[CH:12](O)[C:11]=2[C:18]=1[CH3:19])=[O:5].C([SiH](CC)CC)C.O. The catalyst is FC(F)(F)C(O)=O. The product is [CH3:1][C:2]([CH3:22])([CH3:21])[CH2:3][C:4]([NH:6][C:7]1[C:8]([CH3:20])=[CH:9][C:10]2[O:14][C:13]([CH3:15])([CH3:16])[CH2:12][C:11]=2[C:18]=1[CH3:19])=[O:5]. The yield is 0.920. (2) The reactants are [F:1][C:2]([F:29])([F:28])[C:3]1[CH:4]=[C:5]([NH:13][C:14](=[O:27])[C:15]2[CH:20]=[C:19]([S:21](=[O:24])(=[O:23])[NH2:22])[CH:18]=[CH:17][C:16]=2[O:25][CH3:26])[CH:6]=[C:7]([C:9]([F:12])([F:11])[F:10])[CH:8]=1.CO[CH:32]1[CH2:36][CH2:35][CH:34](OC)O1.C(O)(=O)C. The catalyst is O. The product is [F:29][C:2]([F:1])([F:28])[C:3]1[CH:4]=[C:5]([NH:13][C:14](=[O:27])[C:15]2[CH:20]=[C:19]([S:21]([N:22]3[CH:32]=[CH:36][CH:35]=[CH:34]3)(=[O:23])=[O:24])[CH:18]=[CH:17][C:16]=2[O:25][CH3:26])[CH:6]=[C:7]([C:9]([F:12])([F:10])[F:11])[CH:8]=1. The yield is 0.886. (3) The reactants are [CH:1]1([CH2:6][CH:7]([C:11]2[CH:16]=[CH:15][C:14]([NH:17][C:18]([C:20]3[CH:21]=[N:22][CH:23]=[CH:24][CH:25]=3)=[O:19])=[CH:13][CH:12]=2)[C:8](O)=[O:9])[CH2:5][CH2:4][CH2:3][CH2:2]1.C(Cl)(=O)C(Cl)=O.[CH2:32]([O:34][C:35]([C:37]1[N:38]=[C:39]([NH2:42])[S:40][CH:41]=1)=[O:36])[CH3:33].C(N(CC)C(C)C)(C)C. The catalyst is C(Cl)Cl.CN(C)C=O.O1CCCC1. The product is [CH2:32]([O:34][C:35]([C:37]1[N:38]=[C:39]([NH:42][C:8](=[O:9])[CH:7]([C:11]2[CH:16]=[CH:15][C:14]([NH:17][C:18]([C:20]3[CH:21]=[N:22][CH:23]=[CH:24][CH:25]=3)=[O:19])=[CH:13][CH:12]=2)[CH2:6][CH:1]2[CH2:2][CH2:3][CH2:4][CH2:5]2)[S:40][CH:41]=1)=[O:36])[CH3:33]. The yield is 0.125.